Dataset: Reaction yield outcomes from USPTO patents with 853,638 reactions. Task: Predict the reaction yield, written as a fraction of the theoretical maximum amount of product (1.0 means a 100% yield; for example, 0.34 means a 34% yield). The catalyst is CC(C)=O. The product is [Cl:22][C:12]1[CH:11]=[C:18]([NH:19][C:2]2[N:1]=[C:8]([Cl:9])[N:7]=[C:5]([Cl:6])[N:4]=2)[CH:17]=[CH:16][C:13]=1[O:14][CH3:15]. The yield is 0.960. The reactants are [N:1]1[C:8]([Cl:9])=[N:7][C:5]([Cl:6])=[N:4][C:2]=1Cl.Cl[C:11]1[CH:12]=[C:13]([CH:16]=[CH:17][C:18]=1[NH2:19])[O:14][CH3:15].[OH-].[Na+].[ClH:22].